This data is from Reaction yield outcomes from USPTO patents with 853,638 reactions. The task is: Predict the reaction yield, written as a fraction of the theoretical maximum amount of product (1.0 means a 100% yield; for example, 0.34 means a 34% yield). (1) The reactants are [NH2:1][C:2]([CH3:40])([CH3:39])[CH:3]=[C:4]([C:7]([N:9]1[CH2:13][CH2:12][CH2:11][C@H:10]1[CH2:14][N:15]1[C:19]2=[N:20][CH:21]=[N:22][C:23]([NH2:24])=[C:18]2[C:17]([C:25]2[CH:30]=[CH:29][C:28]([O:31][C:32]3[CH:37]=[CH:36][CH:35]=[CH:34][CH:33]=3)=[CH:27][C:26]=2[F:38])=[N:16]1)=[O:8])[C:5]#[N:6].C(=O)([O-])[O-].[K+].[K+].Br[CH2:48][CH2:49][O:50][CH3:51]. The catalyst is CC#N. The product is [NH2:24][C:23]1[N:22]=[CH:21][N:20]=[C:19]2[N:15]([CH2:14][C@@H:10]3[CH2:11][CH2:12][CH2:13][N:9]3[C:7]([C:4](=[CH:3][C:2]([NH:1][CH2:48][CH2:49][O:50][CH3:51])([CH3:40])[CH3:39])[C:5]#[N:6])=[O:8])[N:16]=[C:17]([C:25]3[CH:30]=[CH:29][C:28]([O:31][C:32]4[CH:37]=[CH:36][CH:35]=[CH:34][CH:33]=4)=[CH:27][C:26]=3[F:38])[C:18]=12. The yield is 0.0370. (2) The reactants are [CH3:1][O:2][C:3](=[O:11])[C:4]1[CH:9]=[CH:8][C:7]([NH2:10])=[CH:6][CH:5]=1.[CH3:12][C:13](O)([C:15]#[N:16])[CH3:14].S([O-])([O-])(=O)=O.[Na+].[Na+]. No catalyst specified. The product is [CH3:1][O:2][C:3](=[O:11])[C:4]1[CH:9]=[CH:8][C:7]([NH:10][C:13]([C:15]#[N:16])([CH3:14])[CH3:12])=[CH:6][CH:5]=1. The yield is 0.920. (3) The reactants are [F:1][C:2]1[CH:10]=[CH:9][C:8]([N+:11]([O-:13])=[O:12])=[CH:7][C:3]=1[C:4]([OH:6])=[O:5].Cl[Si](C)(C)[CH3:16].CCCCCCC. The catalyst is CO. The product is [CH3:16][O:5][C:4](=[O:6])[C:3]1[CH:7]=[C:8]([N+:11]([O-:13])=[O:12])[CH:9]=[CH:10][C:2]=1[F:1]. The yield is 0.780. (4) The reactants are [C:1]([O-])(=O)C.[NH4+:5].[C:6]([CH2:8][C:9]([O:11]CC)=O)#[N:7].[O:14]1[CH:18]=[CH:17][CH:16]=[C:15]1[CH:19]=O.[N+:21]([C:24]1[CH:31]=[CH:30][C:27]([CH:28]=O)=[CH:26][CH:25]=1)([O-:23])=[O:22]. No catalyst specified. The product is [O:14]1[CH:18]=[CH:17][CH:16]=[C:15]1[C:19]1[NH:5][C:9](=[O:11])[C:8]([C:6]#[N:7])=[C:28]([C:27]2[CH:30]=[CH:31][C:24]([N+:21]([O-:23])=[O:22])=[CH:25][CH:26]=2)[CH:1]=1. The yield is 0.390. (5) The product is [C:1]([O:5][C:6](=[O:15])[N:7]([C:8]1[S:12][C:11]([Br:13])=[N:10][C:9]=1[CH3:14])[CH3:19])([CH3:4])([CH3:3])[CH3:2]. The catalyst is CN(C=O)C.C(OCC)(=O)C. The yield is 0.540. The reactants are [C:1]([O:5][C:6](=[O:15])[NH:7][C:8]1[S:12][C:11]([Br:13])=[N:10][C:9]=1[CH3:14])([CH3:4])([CH3:3])[CH3:2].[H-].[Na+].I[CH3:19].O. (6) The reactants are [NH2:1][C:2]([NH:4][C:5]1[S:6][C:7](Br)=[CH:8][C:9]=1[C:10]([O:12][CH3:13])=[O:11])=[O:3].[N:15]1[CH:20]=[CH:19][C:18]([Sn](CCCC)(CCCC)CCCC)=[CH:17][CH:16]=1. The catalyst is CN(C=O)C.[Cu]I. The product is [NH2:1][C:2]([NH:4][C:5]1[S:6][C:7]([C:18]2[CH:19]=[CH:20][N:15]=[CH:16][CH:17]=2)=[CH:8][C:9]=1[C:10]([O:12][CH3:13])=[O:11])=[O:3]. The yield is 0.500. (7) The reactants are Cl[C:2]1[N:7]=[C:6]([O:8][CH3:9])[CH:5]=[CH:4][N:3]=1.[C:10]([Si:12]([CH3:15])([CH3:14])[CH3:13])#[CH:11].C(N(CC)CC)C. The catalyst is [Cu]I.Cl[Pd](Cl)([P](C1C=CC=CC=1)(C1C=CC=CC=1)C1C=CC=CC=1)[P](C1C=CC=CC=1)(C1C=CC=CC=1)C1C=CC=CC=1.O1CCCC1. The product is [CH3:9][O:8][C:6]1[CH:5]=[CH:4][N:3]=[C:2]([C:11]#[C:10][Si:12]([CH3:15])([CH3:14])[CH3:13])[N:7]=1. The yield is 0.770.